This data is from Reaction yield outcomes from USPTO patents with 853,638 reactions. The task is: Predict the reaction yield, written as a fraction of the theoretical maximum amount of product (1.0 means a 100% yield; for example, 0.34 means a 34% yield). The reactants are [Br:1][C:2]1[CH:3]=[C:4]([C:8]2[C:12]3[C:13]([CH3:19])=[CH:14][C:15]([CH3:18])=[C:16]([CH3:17])[C:11]=3[O:10][CH:9]=2)[CH:5]=[CH:6][CH:7]=1. The yield is 0.820. The catalyst is C(OCC)(=O)C.CCCCCC. The product is [Br:1][C:2]1[CH:3]=[C:4]([CH:8]2[C:12]3[C:13]([CH3:19])=[CH:14][C:15]([CH3:18])=[C:16]([CH3:17])[C:11]=3[O:10][CH2:9]2)[CH:5]=[CH:6][CH:7]=1.